Dataset: Catalyst prediction with 721,799 reactions and 888 catalyst types from USPTO. Task: Predict which catalyst facilitates the given reaction. (1) Reactant: C[O:2][C:3](=[O:16])/[CH:4]=[CH:5]/[C:6]1[CH:7]=[CH:8][CH:9]=[C:10]2[C:14]=1[NH:13][CH:12]=[C:11]2[CH3:15].Cl. Product: [CH3:15][C:11]1[C:10]2[C:14](=[C:6](/[CH:5]=[CH:4]/[C:3]([OH:16])=[O:2])[CH:7]=[CH:8][CH:9]=2)[NH:13][CH:12]=1. The catalyst class is: 702. (2) Reactant: [Cl:1][C:2]1[CH:3]=[C:4]([N:19]2[CH:23]=[N:22][C:21]([C:24]([NH:26][CH2:27][C:28]3[CH:33]=[CH:32][C:31]([OH:34])=[CH:30][CH:29]=3)=[O:25])=[N:20]2)[CH:5]=[C:6]([Cl:18])[C:7]=1[O:8]CC1C=CC(OC)=CC=1.[F:35][C:36]([F:48])([F:47])[O:37][C:38]1[CH:43]=[CH:42][C:41](B(O)O)=[CH:40][CH:39]=1.N1C=CC=CC=1. Product: [Cl:18][C:6]1[CH:5]=[C:4]([N:19]2[CH:23]=[N:22][C:21]([C:24]([NH:26][CH2:27][C:28]3[CH:33]=[CH:32][C:31]([O:34][C:41]4[CH:40]=[CH:39][C:38]([O:37][C:36]([F:35])([F:47])[F:48])=[CH:43][CH:42]=4)=[CH:30][CH:29]=3)=[O:25])=[N:20]2)[CH:3]=[C:2]([Cl:1])[C:7]=1[OH:8]. The catalyst class is: 302. (3) Reactant: CO.[ClH:3].[CH2:4]([NH:11][C@H:12]1[CH2:17][CH2:16][N:15](C(OC(C)(C)C)=O)[CH2:14][C@H:13]1[F:25])[C:5]1[CH:10]=[CH:9][CH:8]=[CH:7][CH:6]=1. Product: [ClH:3].[CH2:4]([NH:11][C@H:12]1[CH2:17][CH2:16][NH:15][CH2:14][C@H:13]1[F:25])[C:5]1[CH:6]=[CH:7][CH:8]=[CH:9][CH:10]=1. The catalyst class is: 28.